Regression. Given a peptide amino acid sequence and an MHC pseudo amino acid sequence, predict their binding affinity value. This is MHC class I binding data. From a dataset of Peptide-MHC class I binding affinity with 185,985 pairs from IEDB/IMGT. (1) The peptide sequence is CAPPGYAL. The MHC is Mamu-A01 with pseudo-sequence Mamu-A01. The binding affinity (normalized) is 1.00. (2) The peptide sequence is DALDNLAVL. The MHC is H-2-Kb with pseudo-sequence H-2-Kb. The binding affinity (normalized) is 0. (3) The peptide sequence is TLYYLECKR. The MHC is HLA-A31:01 with pseudo-sequence HLA-A31:01. The binding affinity (normalized) is 0.630. (4) The peptide sequence is GTQDQSLYL. The MHC is HLA-B27:05 with pseudo-sequence HLA-B27:05. The binding affinity (normalized) is 0.213. (5) The peptide sequence is RAAHRRQSV. The MHC is HLA-B27:05 with pseudo-sequence HLA-B27:05. The binding affinity (normalized) is 0.0847.